From a dataset of Catalyst prediction with 721,799 reactions and 888 catalyst types from USPTO. Predict which catalyst facilitates the given reaction. (1) Reactant: [OH:1][C:2]1([CH3:20])[CH2:7][CH2:6][N:5]([C:8]2[CH:9]=[C:10]3[N:18]([CH3:19])[CH:17]=[CH:16][C:11]3=[N:12][C:13]=2[C:14]#[N:15])[CH2:4][CH2:3]1.[CH3:21][Mg]Br.CCOCC.[BH4-].[Na+]. Product: [NH2:15][CH:14]([C:13]1[N:12]=[C:11]2[CH:16]=[CH:17][N:18]([CH3:19])[C:10]2=[CH:9][C:8]=1[N:5]1[CH2:6][CH2:7][C:2]([CH3:20])([OH:1])[CH2:3][CH2:4]1)[CH3:21]. The catalyst class is: 1. (2) Reactant: [OH:1][C:2]1[CH:3]=[C:4]2[C:8](=[CH:9][C:10]=1[CH3:11])[C:7](=O)[CH2:6][C:5]2([CH3:14])[CH3:13].S(=O)(=O)(O)O. Product: [CH3:13][C:5]1([CH3:14])[C:4]2[C:8](=[CH:9][C:10]([CH3:11])=[C:2]([OH:1])[CH:3]=2)[CH2:7][CH2:6]1. The catalyst class is: 5. (3) Reactant: C[O:2][C:3](=[O:32])[CH2:4][C@@H:5]([N:8]1[C:13](=[O:14])[C:12]2[N:15]=[CH:16][CH:17]=[CH:18][C:11]=2[N:10]([CH2:19][C:20]2[C:24]3[C:25]([CH3:30])=[CH:26][C:27]([CH3:29])=[CH:28][C:23]=3[S:22][N:21]=2)[C:9]1=[O:31])[CH2:6][CH3:7].[OH-].[Li+].C(O)(=O)C.O. Product: [CH3:30][C:25]1[C:24]2[C:20]([CH2:19][N:10]3[C:11]4[CH:18]=[CH:17][CH:16]=[N:15][C:12]=4[C:13](=[O:14])[N:8]([C@@H:5]([CH2:6][CH3:7])[CH2:4][C:3]([OH:32])=[O:2])[C:9]3=[O:31])=[N:21][S:22][C:23]=2[CH:28]=[C:27]([CH3:29])[CH:26]=1. The catalyst class is: 12.